The task is: Predict the reactants needed to synthesize the given product.. This data is from Full USPTO retrosynthesis dataset with 1.9M reactions from patents (1976-2016). (1) Given the product [CH3:1][O:2][C:3]1[CH:8]=[CH:7][C:6]2[C:9]3[C:14](=[CH:13][N:12]=[CH:11][CH:10]=3)[C:16]3[CH:17]=[N:18][CH:19]=[CH:20][C:15]=3[C:5]=2[CH:4]=1, predict the reactants needed to synthesize it. The reactants are: [CH3:1][O:2][C:3]1[CH:8]=[CH:7][C:6]([C:9]2[CH:14]=[CH:13][N:12]=[CH:11][CH:10]=2)=[C:5]([C:15]2[CH:20]=[CH:19][N:18]=[CH:17][CH:16]=2)[CH:4]=1.C1CCCCC=1. (2) Given the product [CH3:28][CH:27]([CH3:29])[C@@H:18]([NH:17][C:13]1[CH:14]=[N:15][CH:16]=[C:11]([C:10]2[C:4]3[C:5](=[N:6][CH:7]=[C:2]([CH2:83][O:82][CH2:81][CH2:80][N:75]4[CH2:79][CH2:78][CH2:77][CH2:76]4)[CH:3]=3)[N:8]([CH2:30][O:31][CH2:32][CH2:33][Si:34]([CH3:37])([CH3:36])[CH3:35])[CH:9]=2)[CH:12]=1)[C:19]([NH:21][CH2:22][C:23]([F:26])([F:25])[F:24])=[O:20], predict the reactants needed to synthesize it. The reactants are: Cl[C:2]1[CH:3]=[C:4]2[C:10]([C:11]3[CH:12]=[C:13]([NH:17][C@H:18]([CH:27]([CH3:29])[CH3:28])[C:19]([NH:21][CH2:22][C:23]([F:26])([F:25])[F:24])=[O:20])[CH:14]=[N:15][CH:16]=3)=[CH:9][N:8]([CH2:30][O:31][CH2:32][CH2:33][Si:34]([CH3:37])([CH3:36])[CH3:35])[C:5]2=[N:6][CH:7]=1.ClC1C=C2C(C3C=C(N[C@H](C(NCC(F)(F)F)=O)C(C)C)C=NC=3)=CN(COCC[Si](C)(C)C)C2=NC=1.[N:75]1([CH2:80][CH2:81][O:82][CH2:83][B-](F)(F)F)[CH2:79][CH2:78][CH2:77][CH2:76]1.[K+].C(=O)([O-])[O-].[Cs+].[Cs+]. (3) Given the product [CH2:22]([O:24][C:25](=[O:44])[C:26]([C:28]1[CH:33]=[CH:32][C:31]([C:16]2[CH:17]=[CH:18][C:13]([C:12]3[O:11][N:10]=[C:9]([CH3:20])[C:8]=3[NH:7][C:6]([O:5][C:1]([CH3:4])([CH3:3])[CH3:2])=[O:21])=[CH:14][CH:15]=2)=[CH:30][CH:29]=1)([CH3:43])[CH3:27])[CH3:23], predict the reactants needed to synthesize it. The reactants are: [C:1]([O:5][C:6](=[O:21])[NH:7][C:8]1[C:9]([CH3:20])=[N:10][O:11][C:12]=1[C:13]1[CH:18]=[CH:17][C:16](Br)=[CH:15][CH:14]=1)([CH3:4])([CH3:3])[CH3:2].[CH2:22]([O:24][C:25](=[O:44])[C:26]([CH3:43])([C:28]1[CH:33]=[CH:32][C:31](B2OC(C)(C)C(C)(C)O2)=[CH:30][CH:29]=1)[CH3:27])[CH3:23]. (4) Given the product [Br:41][CH2:14][CH2:13][CH2:12][N:4]([CH:1]1[CH2:3][CH2:2]1)[C:5](=[O:11])[O:6][C:7]([CH3:10])([CH3:9])[CH3:8], predict the reactants needed to synthesize it. The reactants are: [CH:1]1([N:4]([CH2:12][CH2:13][CH2:14]O)[C:5](=[O:11])[O:6][C:7]([CH3:10])([CH3:9])[CH3:8])[CH2:3][CH2:2]1.C1(P(C2C=CC=CC=2)C2C=CC=CC=2)C=CC=CC=1.O1CCCC1.C(Br)(Br)(Br)[Br:41]. (5) Given the product [CH:13]1([CH2:12][O:10][C:7]2[CH:8]=[CH:9][C:4]3[N:3]=[CH:2][O:1][C:5]=3[CH:6]=2)[CH2:15][CH2:14]1, predict the reactants needed to synthesize it. The reactants are: [O:1]1[C:5]2[CH:6]=[C:7]([OH:10])[CH:8]=[CH:9][C:4]=2[N:3]=[CH:2]1.Br[CH2:12][CH:13]1[CH2:15][CH2:14]1.C(=O)([O-])[O-].[K+].[K+].CN(C=O)C. (6) Given the product [Cl:38][C:10]1[N:9]=[C:8]([C:6]2[S:48][C:1]([CH3:2])=[N:4][N:5]=2)[C:13]2[C:14]([O:36][CH3:37])=[N:15][N:16]([C:17]([C:30]3[CH:35]=[CH:34][CH:33]=[CH:32][CH:31]=3)([C:24]3[CH:29]=[CH:28][CH:27]=[CH:26][CH:25]=3)[C:18]3[CH:23]=[CH:22][CH:21]=[CH:20][CH:19]=3)[C:12]=2[CH:11]=1, predict the reactants needed to synthesize it. The reactants are: [C:1]([NH:4][NH:5][C:6]([C:8]1[C:13]2[C:14]([O:36][CH3:37])=[N:15][N:16]([C:17]([C:30]3[CH:35]=[CH:34][CH:33]=[CH:32][CH:31]=3)([C:24]3[CH:29]=[CH:28][CH:27]=[CH:26][CH:25]=3)[C:18]3[CH:23]=[CH:22][CH:21]=[CH:20][CH:19]=3)[C:12]=2[CH:11]=[C:10]([Cl:38])[N:9]=1)=O)(=O)[CH3:2].COC1C=CC(P2(SP(C3C=CC(OC)=CC=3)(=S)S2)=[S:48])=CC=1. (7) Given the product [NH2:32][C:33]1[CH:38]=[C:37]([C:2]2[C:10]3[C:5](=[CH:6][CH:7]=[C:8]([NH:11][S:12]([C:15]4[CH:20]=[CH:19][CH:18]=[CH:17][C:16]=4[S:21]([CH3:24])(=[O:22])=[O:23])(=[O:13])=[O:14])[CH:9]=3)[NH:4][N:3]=2)[CH:36]=[CH:35][CH:34]=1, predict the reactants needed to synthesize it. The reactants are: I[C:2]1[C:10]2[C:5](=[CH:6][CH:7]=[C:8]([NH:11][S:12]([C:15]3[CH:20]=[CH:19][CH:18]=[CH:17][C:16]=3[S:21]([CH3:24])(=[O:23])=[O:22])(=[O:14])=[O:13])[CH:9]=2)[N:4](C(OC(C)(C)C)=O)[N:3]=1.[NH2:32][C:33]1[CH:34]=[C:35](B(O)O)[CH:36]=[CH:37][CH:38]=1.C(=O)([O-])O.[Na+]. (8) Given the product [CH2:12]([CH:5]1[CH2:4][N:1]([CH2:32][C:30]2[CH:31]=[C:26]3[CH:25]=[CH:24][N:23]([Si:22]([CH:19]([CH3:21])[CH3:20])([CH:37]([CH3:39])[CH3:38])[CH:34]([CH3:36])[CH3:35])[C:27]3=[N:28][CH:29]=2)[C:7](=[O:9])[CH2:6]1)[CH2:13][CH3:14], predict the reactants needed to synthesize it. The reactants are: [N+:1]([CH2:4][CH:5]([CH2:12][CH2:13][CH3:14])[CH2:6][C:7]([O:9]CC)=O)([O-])=O.C([O-])=O.[NH4+].[CH:19]([Si:22]([CH:37]([CH3:39])[CH3:38])([CH:34]([CH3:36])[CH3:35])[N:23]1[C:27]2=[N:28][CH:29]=[C:30]([CH:32]=O)[CH:31]=[C:26]2[CH:25]=[CH:24]1)([CH3:21])[CH3:20]. (9) Given the product [ClH:49].[ClH:49].[ClH:49].[NH2:7][C:8]1([C:12]2[CH:13]=[CH:14][C:15]([N:18]3[C:22]4=[N:23][C:24]([C:27]5[CH:32]=[CH:31][CH:30]=[C:29]([N:33]6[CH2:38][CH2:37][S:36](=[O:39])(=[O:40])[CH2:35][CH2:34]6)[CH:28]=5)=[CH:25][CH:26]=[C:21]4[N:20]=[C:19]3[C:41]3[C:42]([NH2:47])=[N:43][CH:44]=[CH:45][CH:46]=3)=[CH:16][CH:17]=2)[CH2:11][CH2:10][CH2:9]1, predict the reactants needed to synthesize it. The reactants are: C(OC(=O)[NH:7][C:8]1([C:12]2[CH:17]=[CH:16][C:15]([N:18]3[C:22]4=[N:23][C:24]([C:27]5[CH:32]=[CH:31][CH:30]=[C:29]([N:33]6[CH2:38][CH2:37][S:36](=[O:40])(=[O:39])[CH2:35][CH2:34]6)[CH:28]=5)=[CH:25][CH:26]=[C:21]4[N:20]=[C:19]3[C:41]3[C:42]([NH2:47])=[N:43][CH:44]=[CH:45][CH:46]=3)=[CH:14][CH:13]=2)[CH2:11][CH2:10][CH2:9]1)(C)(C)C.[ClH:49].O1CCOCC1.